Dataset: NCI-60 drug combinations with 297,098 pairs across 59 cell lines. Task: Regression. Given two drug SMILES strings and cell line genomic features, predict the synergy score measuring deviation from expected non-interaction effect. (1) Drug 1: C1=NC2=C(N=C(N=C2N1C3C(C(C(O3)CO)O)F)Cl)N. Drug 2: CC1CCC2CC(C(=CC=CC=CC(CC(C(=O)C(C(C(=CC(C(=O)CC(OC(=O)C3CCCCN3C(=O)C(=O)C1(O2)O)C(C)CC4CCC(C(C4)OC)O)C)C)O)OC)C)C)C)OC. Cell line: T-47D. Synergy scores: CSS=-3.12, Synergy_ZIP=4.65, Synergy_Bliss=5.24, Synergy_Loewe=-1.18, Synergy_HSA=-2.08. (2) Drug 1: CS(=O)(=O)CCNCC1=CC=C(O1)C2=CC3=C(C=C2)N=CN=C3NC4=CC(=C(C=C4)OCC5=CC(=CC=C5)F)Cl. Drug 2: C1CN(P(=O)(OC1)NCCCl)CCCl. Cell line: BT-549. Synergy scores: CSS=-2.57, Synergy_ZIP=-2.87, Synergy_Bliss=-7.42, Synergy_Loewe=-7.05, Synergy_HSA=-7.38.